This data is from Full USPTO retrosynthesis dataset with 1.9M reactions from patents (1976-2016). The task is: Predict the reactants needed to synthesize the given product. (1) Given the product [CH2:1]([N:8]1[CH2:27][CH2:26][C:11]2[N:12]=[C:13]([C:17]3[CH:22]=[CH:21][CH:20]=[C:19]([N+:23]([O-:25])=[O:24])[CH:18]=3)[N:14]=[C:15]([O:16][CH2:34][C:33]3[CH:36]=[CH:37][C:30]([C:28]#[N:29])=[CH:31][CH:32]=3)[C:10]=2[CH2:9]1)[C:2]1[CH:3]=[CH:4][CH:5]=[CH:6][CH:7]=1, predict the reactants needed to synthesize it. The reactants are: [CH2:1]([N:8]1[CH2:27][CH2:26][C:11]2[N:12]=[C:13]([C:17]3[CH:22]=[CH:21][CH:20]=[C:19]([N+:23]([O-:25])=[O:24])[CH:18]=3)[N:14]=[C:15]([OH:16])[C:10]=2[CH2:9]1)[C:2]1[CH:7]=[CH:6][CH:5]=[CH:4][CH:3]=1.[C:28]([C:30]1[CH:37]=[CH:36][C:33]([CH2:34]Br)=[CH:32][CH:31]=1)#[N:29]. (2) Given the product [NH2:27][C:4]1[N:3]=[C:2]([C:35]2[CH:34]=[CH:33][C:30]([C:31]#[N:32])=[C:29]([F:28])[CH:36]=2)[CH:7]=[C:6]([N:8]2[CH2:13][CH2:12][O:11][CH:10]([C:14]3[NH:15][CH:16]=[C:17]([C:19]4[CH:24]=[CH:23][C:22]([O:25][CH3:26])=[CH:21][CH:20]=4)[N:18]=3)[CH2:9]2)[N:5]=1, predict the reactants needed to synthesize it. The reactants are: Cl[C:2]1[CH:7]=[C:6]([N:8]2[CH2:13][CH2:12][O:11][CH:10]([C:14]3[NH:15][CH:16]=[C:17]([C:19]4[CH:24]=[CH:23][C:22]([O:25][CH3:26])=[CH:21][CH:20]=4)[N:18]=3)[CH2:9]2)[N:5]=[C:4]([NH2:27])[N:3]=1.[F:28][C:29]1[CH:36]=[C:35](B2OC(C)(C)C(C)(C)O2)[CH:34]=[CH:33][C:30]=1[C:31]#[N:32].C([O-])([O-])=O.[Na+].[Na+]. (3) Given the product [CH3:1][O:2]/[N:3]=[C:4](/[C:15]1[CH:20]=[CH:19][C:18]([S:21]([CH3:24])(=[O:23])=[O:22])=[CH:17][CH:16]=1)\[CH2:5][O:6][C:7]1[CH:8]=[CH:9][C:10]([CH2:13][O:14][C:26]2[CH:31]=[CH:30][C:29]([CH2:32][CH2:33][C:34]([OH:36])=[O:35])=[CH:28][CH:27]=2)=[CH:11][CH:12]=1, predict the reactants needed to synthesize it. The reactants are: [CH3:1][O:2]/[N:3]=[C:4](/[C:15]1[CH:20]=[CH:19][C:18]([S:21]([CH3:24])(=[O:23])=[O:22])=[CH:17][CH:16]=1)\[CH2:5][O:6][C:7]1[CH:12]=[CH:11][C:10]([CH2:13][OH:14])=[CH:9][CH:8]=1.O[C:26]1[CH:31]=[CH:30][C:29]([CH2:32][CH2:33][C:34]([O:36]C)=[O:35])=[CH:28][CH:27]=1.